Dataset: Reaction yield outcomes from USPTO patents with 853,638 reactions. Task: Predict the reaction yield, written as a fraction of the theoretical maximum amount of product (1.0 means a 100% yield; for example, 0.34 means a 34% yield). The reactants are C(=O)([O-])[O-].[K+].[K+].[CH3:7][N:8]([CH3:32])[CH2:9][C@@H:10]([CH3:31])[O:11][C:12]1[CH:21]=[CH:20][CH:19]=[C:18]2[C:13]=1[C:14]([NH:22][C:23]1[CH:28]=[CH:27][C:26]([OH:29])=[C:25]([CH3:30])[CH:24]=1)=[N:15][CH:16]=[N:17]2.C1OCCOCCOCCOCCOCCOC1.Cl.[N:52]1[CH:57]=[CH:56][CH:55]=[CH:54][C:53]=1[CH2:58]Cl. The catalyst is CC(N(C)C)=O. The product is [CH3:7][N:8]([CH3:32])[CH2:9][C@@H:10]([CH3:31])[O:11][C:12]1[CH:21]=[CH:20][CH:19]=[C:18]2[C:13]=1[C:14]([NH:22][C:23]1[CH:28]=[CH:27][C:26]([O:29][CH2:58][C:53]3[CH:54]=[CH:55][CH:56]=[CH:57][N:52]=3)=[C:25]([CH3:30])[CH:24]=1)=[N:15][CH:16]=[N:17]2. The yield is 0.370.